This data is from Reaction yield outcomes from USPTO patents with 853,638 reactions. The task is: Predict the reaction yield, written as a fraction of the theoretical maximum amount of product (1.0 means a 100% yield; for example, 0.34 means a 34% yield). (1) The reactants are [Br:1][C:2]1[CH:3]=[C:4]2[C:8](=[CH:9][CH:10]=1)[N:7]([CH:11]([CH2:15][CH:16]([CH3:18])[CH3:17])[C:12]([OH:14])=O)[C:6](=[O:19])[C:5]2=[O:20].[S:21]1[CH:25]=[CH:24][N:23]=[C:22]1[NH2:26].C(N(CC)C(C)C)(C)C.F[P-](F)(F)(F)(F)F.N1(O[P+](N(C)C)(N(C)C)N(C)C)C2C=CC=CC=2N=N1. The catalyst is CN(C)C=O.C(OCC)(=O)C. The product is [S:21]1[CH:25]=[CH:24][N:23]=[C:22]1[NH:26][C:12](=[O:14])[CH:11]([N:7]1[C:8]2[C:4](=[CH:3][C:2]([Br:1])=[CH:10][CH:9]=2)[C:5](=[O:20])[C:6]1=[O:19])[CH2:15][CH:16]([CH3:18])[CH3:17]. The yield is 0.240. (2) The reactants are [OH:1][C:2]1[C:3]([C:13]([O:15][CH3:16])=[O:14])=[C:4]([CH3:12])[C:5]([O:8][CH:9]([CH3:11])[CH3:10])=[N:6][CH:7]=1.[C:17]([O:21][C:22](=[O:27])[NH:23][CH2:24][CH2:25]Br)([CH3:20])([CH3:19])[CH3:18]. The catalyst is CC#N. The product is [C:17]([O:21][C:22]([NH:23][CH2:24][CH2:25][O:1][C:2]1[C:3]([C:13]([O:15][CH3:16])=[O:14])=[C:4]([CH3:12])[C:5]([O:8][CH:9]([CH3:10])[CH3:11])=[N:6][CH:7]=1)=[O:27])([CH3:20])([CH3:19])[CH3:18]. The yield is 0.650. (3) The reactants are [O:1]=[C:2]1[C:7]([CH2:8][C:9]2[CH:14]=[CH:13][C:12]([C:15]3[C:16]([C:21]#[N:22])=[CH:17][CH:18]=[CH:19][CH:20]=3)=[CH:11][CH:10]=2)=[C:6]([CH2:23][CH2:24][CH3:25])[N:5]2[N:26]=[CH:27][N:28]=[C:4]2[N:3]1[CH:29]1[CH2:34][CH2:33][C:32](=[O:35])[CH2:31][CH2:30]1.CO.[BH4-].[Na+]. The catalyst is O1CCCC1. The product is [OH:35][C@H:32]1[CH2:33][CH2:34][C@H:29]([N:3]2[C:2](=[O:1])[C:7]([CH2:8][C:9]3[CH:14]=[CH:13][C:12]([C:15]4[C:16]([C:21]#[N:22])=[CH:17][CH:18]=[CH:19][CH:20]=4)=[CH:11][CH:10]=3)=[C:6]([CH2:23][CH2:24][CH3:25])[N:5]3[N:26]=[CH:27][N:28]=[C:4]23)[CH2:30][CH2:31]1. The yield is 0.580. (4) The reactants are Cl.[Cl:2][C:3]1[CH:8]=[CH:7][C:6]([C:9]([CH:11]2[CH2:16][CH2:15][NH:14][CH2:13][CH2:12]2)=[O:10])=[CH:5][CH:4]=1.[S:17]1[CH:21]=[CH:20][CH:19]=[C:18]1[CH:22]=O.C(O[BH-](OC(=O)C)OC(=O)C)(=O)C.[Na+].C(O)C(N)(CO)CO.S(Cl)(C1C=CC(C)=CC=1)(=O)=O. The catalyst is C1COCC1.C(Cl)Cl. The product is [S:17]1[CH:21]=[CH:20][CH:19]=[C:18]1[CH2:22][N:14]1[CH2:15][CH2:16][CH:11]([C:9](=[O:10])[C:6]2[CH:7]=[CH:8][C:3]([Cl:2])=[CH:4][CH:5]=2)[CH2:12][CH2:13]1. The yield is 0.380.